This data is from Forward reaction prediction with 1.9M reactions from USPTO patents (1976-2016). The task is: Predict the product of the given reaction. (1) Given the reactants [N:1]1([C:7]2[N:8]=[C:9]([CH2:14][C:15]([O-:17])=O)[NH:10][C:11](=[O:13])[CH:12]=2)[CH2:6][CH2:5][O:4][CH2:3][CH2:2]1.[Na+].[NH2:19][C:20]1[CH:25]=[CH:24][CH:23]=[C:22]([F:26])[C:21]=1[OH:27].Cl.CN(C)CCCN=C=NCC, predict the reaction product. The product is: [F:26][C:22]1[C:21]([OH:27])=[C:20]([NH:19][C:15](=[O:17])[CH2:14][C:9]2[NH:10][C:11](=[O:13])[CH:12]=[C:7]([N:1]3[CH2:2][CH2:3][O:4][CH2:5][CH2:6]3)[N:8]=2)[CH:25]=[CH:24][CH:23]=1. (2) The product is: [C:1]1([CH2:7][CH2:8][CH2:9][CH2:10][CH2:11][CH2:12][C:13]([C:15]2[O:16][CH:17]=[C:18]([C:20]([NH2:24])=[O:22])[N:19]=2)=[O:14])[CH:6]=[CH:5][CH:4]=[CH:3][CH:2]=1. Given the reactants [C:1]1([CH2:7][CH2:8][CH2:9][CH2:10][CH2:11][CH2:12][C:13]([C:15]2[O:16][CH:17]=[C:18]([C:20]([O:22]C)=O)[N:19]=2)=[O:14])[CH:6]=[CH:5][CH:4]=[CH:3][CH:2]=1.[NH3:24], predict the reaction product. (3) Given the reactants Cl[C:2]1[CH:7]=[C:6]([S:8][CH3:9])[N:5]=[C:4]([CH3:10])[N:3]=1.[IH:11], predict the reaction product. The product is: [I:11][C:2]1[CH:7]=[C:6]([S:8][CH3:9])[N:5]=[C:4]([CH3:10])[N:3]=1.